This data is from Reaction yield outcomes from USPTO patents with 853,638 reactions. The task is: Predict the reaction yield, written as a fraction of the theoretical maximum amount of product (1.0 means a 100% yield; for example, 0.34 means a 34% yield). (1) The catalyst is CN(C=O)C. The reactants are [N+:1]([C:4]1[CH:10]=[C:9]([N+:11]([O-:13])=[O:12])[CH:8]=[C:7](Br)[C:5]=1[NH2:6])([O-:3])=[O:2].[CH2:15]([Sn](CC)(CC)CC)[CH3:16]. The product is [N+:1]([C:4]1[CH:10]=[C:9]([N+:11]([O-:13])=[O:12])[CH:8]=[C:7]([CH2:15][CH3:16])[C:5]=1[NH2:6])([O-:3])=[O:2]. The yield is 0.530. (2) The reactants are [C:1](N1C=CN=C1)(N1C=CN=C1)=[O:2].[N:13]1[CH:18]=[CH:17][CH:16]=[C:15]([CH2:19][OH:20])[CH:14]=1.[NH2:21][C:22]1[S:23][CH:24]=[C:25]([CH2:27][C:28]([OH:30])=[O:29])[N:26]=1.C1CCN2C(=NCCC2)CC1.C(N(CC)CC)C. The catalyst is C1COCC1. The product is [N:13]1[CH:18]=[CH:17][CH:16]=[C:15]([CH2:19][O:20][C:1]([NH:21][C:22]2[S:23][CH:24]=[C:25]([CH2:27][C:28]([OH:30])=[O:29])[N:26]=2)=[O:2])[CH:14]=1. The yield is 0.250. (3) The reactants are [C:1](=[O:15])([O:5][CH2:6][CH2:7][CH2:8][CH2:9][O:10][C:11](=[O:14])[CH:12]=[CH2:13])[O:2][CH2:3]Cl.[C:16]([O-:20])(=[O:19])[CH:17]=[CH2:18].[K+]. The catalyst is CN(C)C=O.C1OCCOCCOCCOCCOCCOC1. The product is [C:1](=[O:15])([O:5][CH2:6][CH2:7][CH2:8][CH2:9][O:10][C:11](=[O:14])[CH:12]=[CH2:13])[O:2][CH2:3][O:20][C:16](=[O:19])[CH:17]=[CH2:18]. The yield is 0.910. (4) The reactants are [OH:1][CH2:2][CH:3]1[CH2:8][CH2:7][NH:6][CH2:5][CH2:4]1.C(=O)([O-])[O-].[K+].[K+].Cl[C:16]([O:18][CH3:19])=[O:17].Cl. The catalyst is O. The product is [CH3:19][O:18][C:16]([N:6]1[CH2:7][CH2:8][CH:3]([CH2:2][OH:1])[CH2:4][CH2:5]1)=[O:17]. The yield is 0.930. (5) The reactants are [CH:1]1([N:4]=[C:5]=[S:6])[CH2:3][CH2:2]1.[F:7][C:8]1[CH:13]=[CH:12][C:11]([NH:14][C:15]([C:17]2[C:25]3[C:20](=[CH:21][CH:22]=[C:23]([NH2:27])[C:24]=3Br)[NH:19][N:18]=2)=[O:16])=[CH:10][CH:9]=1. The catalyst is CO. The product is [F:7][C:8]1[CH:9]=[CH:10][C:11]([NH:14][C:15]([C:17]2[C:25]3[C:24]4[S:6][C:5]([NH:4][CH:1]5[CH2:3][CH2:2]5)=[N:27][C:23]=4[CH:22]=[CH:21][C:20]=3[NH:19][N:18]=2)=[O:16])=[CH:12][CH:13]=1. The yield is 0.0480. (6) The reactants are C[O:2][C:3](=[O:18])[CH:4]([NH:7][C:8]([O:10][CH2:11][C:12]1[CH:17]=[CH:16][CH:15]=[CH:14][CH:13]=1)=[O:9])[CH2:5][OH:6].CO[CH:21](OC)[C:22]1[CH:27]=[CH:26][CH:25]=[CH:24][CH:23]=1. The catalyst is C1(C)C=CC=CC=1.CC1C=CC(S(O)(=O)=O)=CC=1. The product is [CH2:11]([O:10][C:8]([N:7]1[CH:4]([C:3]([OH:2])=[O:18])[CH2:5][O:6][CH:21]1[C:22]1[CH:27]=[CH:26][CH:25]=[CH:24][CH:23]=1)=[O:9])[C:12]1[CH:17]=[CH:16][CH:15]=[CH:14][CH:13]=1. The yield is 0.880.